This data is from Forward reaction prediction with 1.9M reactions from USPTO patents (1976-2016). The task is: Predict the product of the given reaction. Given the reactants C[O:2][C:3]1[CH:11]=[CH:10][CH:9]=[C:8]2[C:4]=1[CH2:5][C:6](=[O:12])[NH:7]2.[Cl-].[Al+3].[Cl-].[Cl-], predict the reaction product. The product is: [OH:2][C:3]1[CH:11]=[CH:10][CH:9]=[C:8]2[C:4]=1[CH2:5][C:6](=[O:12])[NH:7]2.